Dataset: Forward reaction prediction with 1.9M reactions from USPTO patents (1976-2016). Task: Predict the product of the given reaction. (1) Given the reactants [N:1]([CH2:4][CH:5]1[O:10][C:9]2[C:11]([C:15]3[CH:20]=[C:19]([Cl:21])[CH:18]=[CH:17][C:16]=3[Cl:22])=[CH:12][CH:13]=[CH:14][C:8]=2[N:7](C(OC(C)(C)C)=O)[CH2:6]1)=[N+:2]=[N-:3].C(O)(C(F)(F)F)=O.[OH-].[Na+].O, predict the reaction product. The product is: [N:1]([CH2:4][CH:5]1[O:10][C:9]2[C:11]([C:15]3[CH:20]=[C:19]([Cl:21])[CH:18]=[CH:17][C:16]=3[Cl:22])=[CH:12][CH:13]=[CH:14][C:8]=2[NH:7][CH2:6]1)=[N+:2]=[N-:3]. (2) Given the reactants C([O:4][CH2:5][C:6]([CH3:58])([CH3:57])[C@H:7]([NH:49][C:50]([O:52][C:53]([CH3:56])([CH3:55])[CH3:54])=[O:51])[C:8](=[O:48])[NH:9][C@@H:10]([CH2:41][C:42]1[CH:47]=[CH:46][CH:45]=[CH:44][CH:43]=1)[C@@H:11]([OH:40])[CH2:12][C@H:13]([CH2:27][C:28]1[CH:33]=[CH:32][C:31]([C:34]2[CH:39]=[CH:38][CH:37]=[CH:36][N:35]=2)=[CH:30][CH:29]=1)[NH:14][C:15](=[O:26])[C@H:16]([C:22]([CH3:25])([CH3:24])[CH3:23])[NH:17][C:18](=[O:21])[O:19][CH3:20])(=O)C.[OH-].[Li+], predict the reaction product. The product is: [C:53]([O:52][C:50]([NH:49][C@@H:7]([C:6]([CH3:58])([CH3:57])[CH2:5][OH:4])[C:8]([NH:9][C@@H:10]([CH2:41][C:42]1[CH:47]=[CH:46][CH:45]=[CH:44][CH:43]=1)[C@@H:11]([OH:40])[CH2:12][C@@H:13]([NH:14][C:15](=[O:26])[C@H:16]([C:22]([CH3:25])([CH3:23])[CH3:24])[NH:17][C:18]([O:19][CH3:20])=[O:21])[CH2:27][C:28]1[CH:33]=[CH:32][C:31]([C:34]2[CH:39]=[CH:38][CH:37]=[CH:36][N:35]=2)=[CH:30][CH:29]=1)=[O:48])=[O:51])([CH3:54])([CH3:55])[CH3:56]. (3) The product is: [NH2:39][C:40]1([C:44]2[CH:45]=[CH:46][C:47]([C:50]3[C:51]([C:66]4[CH:67]=[CH:68][CH:69]=[CH:70][CH:71]=4)=[CH:52][C:53]4[N:58]([CH2:59][CH2:60][CH2:61][C:62]#[N:63])[C:57](=[O:64])[CH2:56][O:55][C:54]=4[N:65]=3)=[CH:48][CH:49]=2)[CH2:43][CH2:42][CH2:41]1. Given the reactants NC1(C2C=CC(C3C(C4C=CC=CC=4)=CC4N(CCC#N)C(=O)COC=4N=3)=CC=2)CCC1.C(OC(=O)[NH:39][C:40]1([C:44]2[CH:49]=[CH:48][C:47]([C:50]3[C:51]([C:66]4[CH:71]=[CH:70][CH:69]=[CH:68][CH:67]=4)=[CH:52][C:53]4[N:58]([CH2:59][CH2:60][CH2:61][C:62]#[N:63])[C:57](=[O:64])[CH2:56][O:55][C:54]=4[N:65]=3)=[CH:46][CH:45]=2)[CH2:43][CH2:42][CH2:41]1)(C)(C)C, predict the reaction product. (4) The product is: [OH:30][CH:3]([C:4]1[CH:5]=[CH:6][C:7]([CH:10]=[O:11])=[N:8][CH:9]=1)[C:2]([OH:15])([CH3:12])[CH3:1]. Given the reactants [CH3:1][C:2]([CH3:12])=[CH:3][C:4]1[CH:5]=[CH:6][C:7]([CH:10]=[O:11])=[N:8][CH:9]=1.CS(C)=[O:15].BrN1C(=O)CCC1=O.C(=O)([O-])O.[Na+].[OH2:30], predict the reaction product. (5) The product is: [CH:68]12[N:58]([CH2:57][C:54]3[CH:55]=[CH:4][C:3]([C:21]4[CH:22]=[CH:23][C:6]5[C:5]6[CH:4]=[C:3]([C:1]#[N:2])[N:11]=[CH:10][C:9]=6[N:8]([CH2:12][O:13][CH2:14][CH2:15][Si:16]([CH3:19])([CH3:17])[CH3:18])[C:7]=5[N:20]=4)=[CH:1][CH:56]=3)[CH:71]([CH2:70][CH2:69]1)[CH2:6][CH2:5][CH2:9]2. Given the reactants [C:1]([C:3]1[N:11]=[CH:10][C:9]2[N:8]([CH2:12][O:13][CH2:14][CH2:15][Si:16]([CH3:19])([CH3:18])[CH3:17])[C:7]3[N:20]=[CH:21][C:22](C4C=CC(CN5C6CCC5CC(OC(N5C=CN=C5)=S)C6)=CC=4)=[CH:23][C:6]=3[C:5]=2[CH:4]=1)#[N:2].[CH3:55][C:54](N=N[C:54]([C:57]#[N:58])([CH3:56])[CH3:55])([C:57]#[N:58])[CH3:56].[CH2:68]([SnH]([CH2:68][CH2:69][CH2:70][CH3:71])[CH2:68][CH2:69][CH2:70][CH3:71])[CH2:69][CH2:70][CH3:71], predict the reaction product. (6) Given the reactants [Br:1][C:2]1[CH:10]=[C:9]2[C:5]([CH:6]=[N:7][NH:8]2)=[CH:4][CH:3]=1.CC(C)([O-])C.[K+].Br[CH2:18][C:19]1[CH:24]=[CH:23][CH:22]=[C:21]([F:25])[CH:20]=1, predict the reaction product. The product is: [Br:1][C:2]1[CH:10]=[C:9]2[C:5]([CH:6]=[N:7][N:8]2[CH2:18][C:19]2[CH:24]=[CH:23][CH:22]=[C:21]([F:25])[CH:20]=2)=[CH:4][CH:3]=1. (7) The product is: [ClH:39].[CH3:1][S:2]([C:5]1[CH:6]=[C:7]2[C:20](=[CH:21][CH:22]=1)[C:19]1[C:10](=[C:11]3[C:16](=[CH:17][CH:18]=1)[CH:15]=[C:14]([OH:23])[CH:13]=[CH:12]3)[CH:9]([C:24]1[CH:29]=[CH:28][C:27]([O:30][CH2:31][CH2:32][N:33]3[CH2:38][CH2:37][CH2:36][CH2:35][CH2:34]3)=[CH:26][CH:25]=1)[O:8]2)(=[O:3])=[O:4]. Given the reactants [CH3:1][S:2]([C:5]1[CH:6]=[C:7]2[C:20](=[CH:21][CH:22]=1)[C:19]1[C:10](=[C:11]3[C:16](=[CH:17][CH:18]=1)[CH:15]=[C:14]([OH:23])[CH:13]=[CH:12]3)[CH:9]([C:24]1[CH:29]=[CH:28][C:27]([O:30][CH2:31][CH2:32][N:33]3[CH2:38][CH2:37][CH2:36][CH2:35][CH2:34]3)=[CH:26][CH:25]=1)[O:8]2)(=[O:4])=[O:3].[Cl:39]CCl, predict the reaction product.